Dataset: Full USPTO retrosynthesis dataset with 1.9M reactions from patents (1976-2016). Task: Predict the reactants needed to synthesize the given product. (1) Given the product [I:1][C:2]1[CH:3]=[CH:4][C:5]2[N:6]([CH:8]=[C:9]([C:11]3[CH:16]=[CH:15][C:14]([NH2:17])=[CH:13][CH:12]=3)[N:10]=2)[CH:7]=1, predict the reactants needed to synthesize it. The reactants are: [I:1][C:2]1[CH:3]=[CH:4][C:5]2[N:6]([CH:8]=[C:9]([C:11]3[CH:16]=[CH:15][C:14]([N+:17]([O-])=O)=[CH:13][CH:12]=3)[N:10]=2)[CH:7]=1.O.O.[Sn](Cl)(Cl)(Cl)Cl. (2) Given the product [CH3:1][O:2][C:3]1[CH:8]=[CH:7][C:6]([C@H:9]2[N:12]([CH2:13][CH2:14][C:15]3[CH:16]=[CH:17][C:18]([O:21][CH3:22])=[CH:19][CH:20]=3)[C:23](=[O:24])[NH:11][CH2:10]2)=[CH:5][CH:4]=1, predict the reactants needed to synthesize it. The reactants are: [CH3:1][O:2][C:3]1[CH:8]=[CH:7][C:6]([C@@H:9]([NH:12][CH2:13][CH2:14][C:15]2[CH:20]=[CH:19][C:18]([O:21][CH3:22])=[CH:17][CH:16]=2)[CH2:10][NH2:11])=[CH:5][CH:4]=1.[C:23](N1C=CN=C1)(N1C=CN=C1)=[O:24].Cl. (3) Given the product [F:1][C:2]([F:11])([F:12])[C:3]1[CH:10]=[CH:9][C:6]([CH2:7][NH:8][C:20]2[CH:21]=[N:22][CH:23]=[CH:14][C:15]=2[C:16]([O:18][CH3:19])=[O:17])=[CH:5][CH:4]=1, predict the reactants needed to synthesize it. The reactants are: [F:1][C:2]([F:12])([F:11])[C:3]1[CH:10]=[CH:9][C:6]([CH2:7][NH2:8])=[CH:5][CH:4]=1.Br[C:14]1[CH:23]=[N:22][CH:21]=[CH:20][C:15]=1[C:16]([O:18][CH3:19])=[O:17]. (4) The reactants are: Br[C:2]1[CH:7]=[CH:6][C:5]([C:8]2[N:9]([CH2:14][C@@H:15]3[CH2:19][CH2:18][N:17]([C:20]([CH:22]4[CH2:24][CH2:23]4)=[O:21])[CH2:16]3)[C:10](=[O:13])[NH:11][N:12]=2)=[C:4]([CH3:25])[CH:3]=1.[F:26][C:27]1[CH:32]=[CH:31][C:30](B(O)O)=[CH:29][CH:28]=1.C([O-])([O-])=O.[K+].[K+].C([O-])(O)=O.[Na+]. Given the product [CH:22]1([C:20]([N:17]2[CH2:18][CH2:19][C@@H:15]([CH2:14][N:9]3[C:8]([C:5]4[CH:6]=[CH:7][C:2]([C:30]5[CH:31]=[CH:32][C:27]([F:26])=[CH:28][CH:29]=5)=[CH:3][C:4]=4[CH3:25])=[N:12][NH:11][C:10]3=[O:13])[CH2:16]2)=[O:21])[CH2:24][CH2:23]1, predict the reactants needed to synthesize it. (5) The reactants are: C(OC([NH:8][C@@H:9]([CH2:13][C:14]1[CH:19]=[CH:18][CH:17]=[C:16]([C:20]([F:23])([F:22])[F:21])[CH:15]=1)[C:10](O)=[O:11])=O)(C)(C)C. Given the product [NH2:8][C@@H:9]([CH2:13][C:14]1[CH:19]=[CH:18][CH:17]=[C:16]([C:20]([F:21])([F:22])[F:23])[CH:15]=1)[CH2:10][OH:11], predict the reactants needed to synthesize it.